Dataset: Full USPTO retrosynthesis dataset with 1.9M reactions from patents (1976-2016). Task: Predict the reactants needed to synthesize the given product. (1) Given the product [NH:8]1[CH2:13][CH2:12][CH:11]([CH2:14][NH:15][C:16]([C:18]2[C:26]3[N:25]=[C:24]([CH:27]([CH3:29])[CH3:28])[NH:23][C:22]=3[CH:21]=[CH:20][CH:19]=2)=[O:17])[CH2:10][CH2:9]1, predict the reactants needed to synthesize it. The reactants are: C(OC([N:8]1[CH2:13][CH2:12][CH:11]([CH2:14][NH:15][C:16]([C:18]2[C:26]3[N:25]=[C:24]([CH:27]([CH3:29])[CH3:28])[NH:23][C:22]=3[CH:21]=[CH:20][CH:19]=2)=[O:17])[CH2:10][CH2:9]1)=O)(C)(C)C.FC(F)(F)C(O)=O. (2) Given the product [F:39][C:36]1[CH:37]=[C:38]2[C:33]([C:32]([C:40]3[CH:41]=[CH:42][C:43]4[N:47]=[C:46]([CH2:48][CH2:49][NH:50][C:51](=[O:53])[CH3:52])[NH:45][C:44]=4[CH:54]=3)=[CH:31][NH:30]2)=[CH:34][CH:35]=1, predict the reactants needed to synthesize it. The reactants are: FC1C=C2C(C(I)=CN2S(C2C=CC=CC=2)(=O)=O)=CC=1.C1(S([N:30]2[C:38]3[C:33](=[CH:34][CH:35]=[C:36]([F:39])[CH:37]=3)[C:32]([C:40]3[CH:41]=[CH:42][C:43]4[N:47]=[C:46]([CH2:48][CH2:49][NH:50][C:51](=[O:53])[CH3:52])[NH:45][C:44]=4[CH:54]=3)=[CH:31]2)(=O)=O)C=CC=CC=1. (3) Given the product [Cl:32][C:33]1[CH:38]=[CH:37][CH:36]=[CH:35][C:34]=1[C@H:39]([N:41]([CH2:42][C:43]1[CH:44]=[CH:45][C:46]([C:47]([O:49][CH3:50])=[O:48])=[CH:51][CH:52]=1)[C:21]([C@@H:20]1[CH2:19][C:18]2[C:13](=[CH:14][CH:15]=[CH:16][CH:17]=2)[CH2:12][N:11]1[C:9]([O:8][CH2:1][C:2]1[CH:7]=[CH:6][CH:5]=[CH:4][CH:3]=1)=[O:10])=[O:22])[CH3:40], predict the reactants needed to synthesize it. The reactants are: [CH2:1]([O:8][C:9]([N:11]1[C@H:20]([C:21](O)=[O:22])[CH2:19][C:18]2[C:13](=[CH:14][CH:15]=[CH:16][CH:17]=2)[CH2:12]1)=[O:10])[C:2]1[CH:7]=[CH:6][CH:5]=[CH:4][CH:3]=1.ClC(N(C)C)=C(C)C.[Cl:32][C:33]1[CH:38]=[CH:37][CH:36]=[CH:35][C:34]=1[C@H:39]([NH:41][CH2:42][C:43]1[CH:52]=[CH:51][C:46]([C:47]([O:49][CH3:50])=[O:48])=[CH:45][CH:44]=1)[CH3:40].CCN(C(C)C)C(C)C.